Dataset: Catalyst prediction with 721,799 reactions and 888 catalyst types from USPTO. Task: Predict which catalyst facilitates the given reaction. (1) Reactant: Br[C:2]1[C:10]2[O:9][CH2:8][C@@H:7]([N:11]([C:26](=[O:31])[C:27]([F:30])([F:29])[F:28])[C:12]3[CH:25]=[CH:24][C:15]4[C@H:16]([CH2:19][C:20]([O:22][CH3:23])=[O:21])[CH2:17][O:18][C:14]=4[CH:13]=3)[C:6]=2[CH:5]=[CH:4][CH:3]=1.[NH2:32][C:33]1[CH:40]=[CH:39][C:36]([C:37]#[N:38])=[CH:35][C:34]=1[F:41].C1(P(C2C=CC=CC=2)C2C3OC4C(=CC=CC=4P(C4C=CC=CC=4)C4C=CC=CC=4)C(C)(C)C=3C=CC=2)C=CC=CC=1.C(=O)([O-])[O-].[Cs+].[Cs+]. Product: [C:37]([C:36]1[CH:39]=[CH:40][C:33]([NH:32][C:2]2[C:10]3[O:9][CH2:8][C@@H:7]([N:11]([C:26](=[O:31])[C:27]([F:30])([F:29])[F:28])[C:12]4[CH:25]=[CH:24][C:15]5[C@H:16]([CH2:19][C:20]([O:22][CH3:23])=[O:21])[CH2:17][O:18][C:14]=5[CH:13]=4)[C:6]=3[CH:5]=[CH:4][CH:3]=2)=[C:34]([F:41])[CH:35]=1)#[N:38]. The catalyst class is: 101. (2) Reactant: [Cl:1][C:2]1[N:7]=[C:6]([NH:8][C:9]2[CH:14]=[CH:13][C:12]([N:15]3[CH:19]=[CH:18][CH:17]=[N:16]3)=[C:11]([F:20])[CH:10]=2)[C:5]([C:21]([O:23]CC)=[O:22])=[CH:4][N:3]=1.[Li+].[OH-]. Product: [Cl:1][C:2]1[N:7]=[C:6]([NH:8][C:9]2[CH:14]=[CH:13][C:12]([N:15]3[CH:19]=[CH:18][CH:17]=[N:16]3)=[C:11]([F:20])[CH:10]=2)[C:5]([C:21]([OH:23])=[O:22])=[CH:4][N:3]=1. The catalyst class is: 1. (3) Reactant: [CH3:1][N:2]1[C:10]2[C:5](=[CH:6][CH:7]=[CH:8][CH:9]=2)[C:4]([C:11]([OH:13])=O)=[CH:3]1.[Cl:14][C:15]1[CH:16]=[C:17]([CH:19]=[CH:20][CH:21]=1)[NH2:18].Cl.CN(C)CCCN=C=NCC. Product: [Cl:14][C:15]1[CH:16]=[C:17]([NH:18][C:11]([C:4]2[C:5]3[C:10](=[CH:9][CH:8]=[CH:7][CH:6]=3)[N:2]([CH3:1])[CH:3]=2)=[O:13])[CH:19]=[CH:20][CH:21]=1. The catalyst class is: 64. (4) Reactant: [CH2:1]([OH:4])[CH2:2][OH:3].N#N.N1C=CN=C1.[Si:12](Cl)([C:15]([CH3:18])([CH3:17])[CH3:16])([CH3:14])[CH3:13]. Product: [C:15]([Si:12]([CH3:14])([CH3:13])[O:3][CH2:2][CH2:1][OH:4])([CH3:18])([CH3:17])[CH3:16]. The catalyst class is: 20. (5) Reactant: [Si]([O:8][CH:9]([CH2:20][O:21][C:22]1[CH:27]=[C:26]([C:28]2[N:33]=[C:32]3[N:34]([CH:37]([CH3:39])[CH3:38])[N:35]=[CH:36][C:31]3=[C:30]([NH:40][CH:41]3[CH2:46][CH2:45][O:44][CH2:43][CH2:42]3)[CH:29]=2)[CH:25]=[C:24]([Cl:47])[CH:23]=1)[CH2:10][N:11](C)[C:12](=O)OC(C)(C)C)(C(C)(C)C)(C)C.Cl.C(O)=O. Product: [Cl:47][C:24]1[CH:23]=[C:22]([CH:27]=[C:26]([C:28]2[N:33]=[C:32]3[N:34]([CH:37]([CH3:39])[CH3:38])[N:35]=[CH:36][C:31]3=[C:30]([NH:40][CH:41]3[CH2:42][CH2:43][O:44][CH2:45][CH2:46]3)[CH:29]=2)[CH:25]=1)[O:21][CH2:20][CH:9]([OH:8])[CH2:10][NH:11][CH3:12]. The catalyst class is: 5.